The task is: Predict which catalyst facilitates the given reaction.. This data is from Catalyst prediction with 721,799 reactions and 888 catalyst types from USPTO. Product: [F:34][C:35]([F:45])([F:46])[C:36]1[CH:44]=[CH:43][C:39]([C:40]([O:15][N:14]=[C:12]([CH2:11][O:10][CH2:9][CH2:8][CH2:7][CH2:6][CH2:5][O:4][C:3]2[C:2]([Cl:1])=[CH:19][C:18]([O:20][CH2:21][CH:22]=[C:23]([Cl:25])[Cl:24])=[CH:17][C:16]=2[Cl:26])[CH3:13])=[O:41])=[CH:38][CH:37]=1. Reactant: [Cl:1][C:2]1[CH:19]=[C:18]([O:20][CH2:21][CH:22]=[C:23]([Cl:25])[Cl:24])[CH:17]=[C:16]([Cl:26])[C:3]=1[O:4][CH2:5][CH2:6][CH2:7][CH2:8][CH2:9][O:10][CH2:11][C:12](=[N:14][OH:15])[CH3:13].C(N(CC)CC)C.[F:34][C:35]([F:46])([F:45])[C:36]1[CH:44]=[CH:43][C:39]([C:40](Cl)=[O:41])=[CH:38][CH:37]=1.Cl. The catalyst class is: 7.